Dataset: Full USPTO retrosynthesis dataset with 1.9M reactions from patents (1976-2016). Task: Predict the reactants needed to synthesize the given product. (1) Given the product [Cl:25][C:17]1[CH:18]=[CH:19][C:20]([C:21]2[C:1]([C:2]3[CH:7]=[CH:6][CH:5]=[CH:4][CH:3]=3)=[C:8]3[N:9]([CH2:10][C:11]([CH3:14])([CH3:13])[CH2:12]3)[CH:23]=2)=[CH:15][CH:16]=1, predict the reactants needed to synthesize it. The reactants are: [CH2:1]([C:8]1[CH2:12][C:11]([CH3:14])([CH3:13])[CH2:10][N:9]=1)[C:2]1[CH:7]=[CH:6][CH:5]=[CH:4][CH:3]=1.[CH:15]1[C:20]([C:21]([CH2:23]Br)=O)=[CH:19][CH:18]=[C:17]([Cl:25])[CH:16]=1.C(=O)(O)[O-].[Na+].N1CCC=C1. (2) Given the product [CH3:1][O:2][C:3]1[CH:10]=[CH:9][CH:8]=[C:7]([CH3:11])[C:4]=1[CH2:5][C:33]1[CH:32]=[CH:31][CH:30]=[C:26]2[C:27]([NH:28][C:24](=[O:34])[C:25]=12)=[O:29], predict the reactants needed to synthesize it. The reactants are: [CH3:1][O:2][C:3]1[CH:10]=[CH:9][CH:8]=[C:7]([CH3:11])[C:4]=1[CH2:5]O.C(N(CC)CC)C.CS(Cl)(=O)=O.[C:24]1(=[O:34])[NH:28][C:27](=[O:29])[C:26]2=[CH:30][CH:31]=[CH:32][CH:33]=[C:25]12.[K]. (3) Given the product [CH3:11][O:12][C:13]([C:15]1[NH:16][C:17]([CH:8]=[O:9])=[C:18]([CH3:20])[CH:19]=1)=[O:14], predict the reactants needed to synthesize it. The reactants are: P(Cl)(Cl)(Cl)=O.CN(C)[CH:8]=[O:9].[CH3:11][O:12][C:13]([C:15]1[NH:16][CH:17]=[C:18]([CH3:20])[CH:19]=1)=[O:14].[OH-].[Na+].